This data is from Forward reaction prediction with 1.9M reactions from USPTO patents (1976-2016). The task is: Predict the product of the given reaction. (1) Given the reactants C([N:4]1[C:8]2[CH:9]([C:22]3[CH:27]=[CH:26][C:25]([Cl:28])=[CH:24][CH:23]=3)[N:10]([C:13]3[CH:18]=[C:17]([CH3:19])[C:16](=[O:20])[N:15]([CH3:21])[CH:14]=3)[C:11](=[O:12])[C:7]=2[N:6]=[C:5]1Br)C=C.[O:30]1[CH2:35][CH:34]=[C:33](B2OC(C)(C)C(C)(C)O2)[CH2:32][CH2:31]1, predict the reaction product. The product is: [Cl:28][C:25]1[CH:26]=[CH:27][C:22]([CH:9]2[C:8]3[NH:4][C:5]([C:33]4[CH2:34][CH2:35][O:30][CH2:31][CH:32]=4)=[N:6][C:7]=3[C:11](=[O:12])[N:10]2[C:13]2[CH:18]=[C:17]([CH3:19])[C:16](=[O:20])[N:15]([CH3:21])[CH:14]=2)=[CH:23][CH:24]=1. (2) Given the reactants Br[CH2:2][C:3]1[C:4]2[CH:11]=[C:10]([Cl:12])[CH:9]=[CH:8][C:5]=2[S:6][CH:7]=1.Cl[C:14]1[CH:34]=[CH:33][CH:32]=[C:31](C)[C:15]=1[CH2:16][N:17]1[C:25]2[C:20](=[CH:21][CH:22]=[C:23]([CH2:26][C:27]([OH:29])=[O:28])[CH:24]=2)[C:19]([CH3:30])=[N:18]1, predict the reaction product. The product is: [Cl:12][C:10]1[CH:9]=[CH:8][C:5]2[S:6][CH:7]=[C:3]([CH2:2][N:17]3[C:25]4[C:20](=[CH:21][CH:22]=[C:23]([CH2:26][C:27]([OH:29])=[O:28])[CH:24]=4)[C:19]([CH3:30])=[N:18]3)[C:4]=2[CH:11]=1.[CH2:16]([N:17]1[C:25]2[C:20](=[CH:21][CH:22]=[C:23]([CH2:26][C:27]([OH:29])=[O:28])[CH:24]=2)[CH:19]=[CH:30]1)[C:15]1[CH:14]=[CH:34][CH:33]=[CH:32][CH:31]=1. (3) Given the reactants [H-].[H-].[H-].[H-].[Li+].[Al+3].[CH2:7]([C:11]1[CH:18]=[CH:17][CH:16]=[CH:15][C:12]=1[C:13]#[N:14])[CH2:8][CH:9]=[CH2:10], predict the reaction product. The product is: [CH2:7]([C:11]1[CH:18]=[CH:17][CH:16]=[CH:15][C:12]=1[CH2:13][NH2:14])[CH2:8][CH:9]=[CH2:10].